Dataset: Aqueous solubility values for 9,982 compounds from the AqSolDB database. Task: Regression/Classification. Given a drug SMILES string, predict its absorption, distribution, metabolism, or excretion properties. Task type varies by dataset: regression for continuous measurements (e.g., permeability, clearance, half-life) or binary classification for categorical outcomes (e.g., BBB penetration, CYP inhibition). For this dataset (solubility_aqsoldb), we predict Y. (1) The compound is C=COC(=O)C(CC)CCCC. The Y is -4.15 log mol/L. (2) The Y is -0.194 log mol/L. The compound is NC(=O)CC[C@H](NC(=O)C[NH3+])C(=O)[O-]. (3) The molecule is CC(C)N(C(=O)CO)c1ccc(F)cc1. The Y is -1.18 log mol/L. (4) The compound is CC1(C)SC2C(NC(=O)COc3ccccc3)C(=O)N2C1C(=O)O. The Y is -2.81 log mol/L. (5) The molecule is CCCCCCCCCCCCCCC/C=C/CC(CC(=O)O)C(=O)O. The Y is -6.96 log mol/L. (6) The compound is Cc1cnc2c(ccc3c(C)c(C)cnc32)c1C. The Y is -5.19 log mol/L. (7) The compound is CC(=O)/C(=N\Nc1cc([N+](=O)[O-])cc(S(=O)(=O)[O-])c1[O-])C(=O)[N-]c1ccccc1.CC(=O)/C(=N\Nc1cc([N+](=O)[O-])cc(S(=O)(=O)[O-])c1[O-])C(=O)[N-]c1ccccc1.[Co+3].[Na+].[Na+].[Na+]. The Y is -0.475 log mol/L.